This data is from Catalyst prediction with 721,799 reactions and 888 catalyst types from USPTO. The task is: Predict which catalyst facilitates the given reaction. Reactant: [CH3:1][CH:2]1[NH:6][NH:5][C:4](=[O:7])[CH2:3]1.C[O-].[Na+].[Cl:11][C:12]1[CH:13]=[CH:14][C:15]([O:20][CH2:21][C:22]2[CH:27]=[CH:26][CH:25]=[CH:24][CH:23]=2)=[C:16]([CH:19]=1)[CH:17]=O. Product: [Cl:11][C:12]1[CH:13]=[CH:14][C:15]([O:20][CH2:21][C:22]2[CH:23]=[CH:24][CH:25]=[CH:26][CH:27]=2)=[C:16]([CH2:17][N:6]2[C:2]([CH3:1])=[CH:3][C:4](=[O:7])[NH:5]2)[CH:19]=1. The catalyst class is: 5.